Dataset: NCI-60 drug combinations with 297,098 pairs across 59 cell lines. Task: Regression. Given two drug SMILES strings and cell line genomic features, predict the synergy score measuring deviation from expected non-interaction effect. (1) Drug 1: C1CN1P(=S)(N2CC2)N3CC3. Drug 2: C(CCl)NC(=O)N(CCCl)N=O. Cell line: NCIH23. Synergy scores: CSS=14.7, Synergy_ZIP=-2.18, Synergy_Bliss=4.02, Synergy_Loewe=1.82, Synergy_HSA=1.87. (2) Drug 1: CC(C)(C#N)C1=CC(=CC(=C1)CN2C=NC=N2)C(C)(C)C#N. Drug 2: CC1CCCC2(C(O2)CC(NC(=O)CC(C(C(=O)C(C1O)C)(C)C)O)C(=CC3=CSC(=N3)C)C)C. Cell line: HCC-2998. Synergy scores: CSS=52.2, Synergy_ZIP=6.73, Synergy_Bliss=7.57, Synergy_Loewe=-8.01, Synergy_HSA=6.81. (3) Drug 1: CC1=C2C(C(=O)C3(C(CC4C(C3C(C(C2(C)C)(CC1OC(=O)C(C(C5=CC=CC=C5)NC(=O)OC(C)(C)C)O)O)OC(=O)C6=CC=CC=C6)(CO4)OC(=O)C)OC)C)OC. Drug 2: C1=CC(=CC=C1C#N)C(C2=CC=C(C=C2)C#N)N3C=NC=N3. Cell line: OVCAR-8. Synergy scores: CSS=42.1, Synergy_ZIP=1.50, Synergy_Bliss=-1.99, Synergy_Loewe=-29.3, Synergy_HSA=-2.12. (4) Drug 1: C(=O)(N)NO. Drug 2: CC1=C(N=C(N=C1N)C(CC(=O)N)NCC(C(=O)N)N)C(=O)NC(C(C2=CN=CN2)OC3C(C(C(C(O3)CO)O)O)OC4C(C(C(C(O4)CO)O)OC(=O)N)O)C(=O)NC(C)C(C(C)C(=O)NC(C(C)O)C(=O)NCCC5=NC(=CS5)C6=NC(=CS6)C(=O)NCCC[S+](C)C)O. Cell line: M14. Synergy scores: CSS=21.3, Synergy_ZIP=1.16, Synergy_Bliss=3.92, Synergy_Loewe=-13.5, Synergy_HSA=3.01.